From a dataset of NCI-60 drug combinations with 297,098 pairs across 59 cell lines. Regression. Given two drug SMILES strings and cell line genomic features, predict the synergy score measuring deviation from expected non-interaction effect. Drug 1: CC1(CCCN1)C2=NC3=C(C=CC=C3N2)C(=O)N. Drug 2: CN1C=C(C=N1)C2=C3N=C(C(=C(N3N=C2)N)Br)C4CCCNC4. Cell line: UACC62. Synergy scores: CSS=15.8, Synergy_ZIP=0.198, Synergy_Bliss=3.92, Synergy_Loewe=-14.5, Synergy_HSA=0.511.